Regression/Classification. Given a drug SMILES string, predict its absorption, distribution, metabolism, or excretion properties. Task type varies by dataset: regression for continuous measurements (e.g., permeability, clearance, half-life) or binary classification for categorical outcomes (e.g., BBB penetration, CYP inhibition). Dataset: cyp2c9_veith. From a dataset of CYP2C9 inhibition data for predicting drug metabolism from PubChem BioAssay. The compound is CC[n+]1c(/C=C/N(C)c2ccccc2)sc2ccc(Cl)cc21.[O-][Cl+3]([O-])([O-])[O-]. The result is 0 (non-inhibitor).